From a dataset of Forward reaction prediction with 1.9M reactions from USPTO patents (1976-2016). Predict the product of the given reaction. (1) The product is: [F:1][C:2]1[CH:3]=[C:4]([C@H:13]([NH:17][C:18]([N:20]2[CH2:25][C:24](=[O:26])[NH:23][C:22]3[CH:27]=[CH:28][C:29]([N:31]4[CH:35]=[CH:34][CH:33]=[N:32]4)=[N:30][C:21]2=3)=[O:19])[CH2:14][O:15][CH3:16])[CH:5]=[CH:6][C:7]=1[O:8][C:9]([F:12])([F:10])[F:11]. Given the reactants [F:1][C:2]1[CH:3]=[C:4]([CH:13]([NH:17][C:18]([N:20]2[CH2:25][C:24](=[O:26])[NH:23][C:22]3[CH:27]=[CH:28][C:29]([N:31]4[CH:35]=[CH:34][CH:33]=[N:32]4)=[N:30][C:21]2=3)=[O:19])[CH2:14][O:15][CH3:16])[CH:5]=[CH:6][C:7]=1[O:8][C:9]([F:12])([F:11])[F:10].C(=O)=O.CO, predict the reaction product. (2) Given the reactants [C:1](Cl)(=[O:4])[CH:2]=[CH2:3].[Cl-].[Al+3].[Cl-].[Cl-].[C:10]1([CH3:16])[CH:15]=[CH:14][CH:13]=[CH:12][CH:11]=1, predict the reaction product. The product is: [CH3:16][C:10]1[CH:15]=[CH:14][C:13]([C:1](=[O:4])[CH:2]=[CH2:3])=[CH:12][CH:11]=1. (3) Given the reactants [CH3:1][C:2]1([N:7]2[CH2:12][CH2:11][CH:10]([N:13]3[C:21]4[C:16](=[CH:17][CH:18]=[CH:19][CH:20]=4)[CH2:15][C:14]3=[O:22])[CH2:9][CH2:8]2)[CH2:6][CH2:5][NH:4][CH2:3]1.[C:23](Cl)(=[O:26])[O:24][CH3:25], predict the reaction product. The product is: [CH3:1][C:2]1([N:7]2[CH2:8][CH2:9][CH:10]([N:13]3[C:21]4[C:16](=[CH:17][CH:18]=[CH:19][CH:20]=4)[CH2:15][C:14]3=[O:22])[CH2:11][CH2:12]2)[CH2:6][CH2:5][N:4]([C:23]([O:24][CH3:25])=[O:26])[CH2:3]1. (4) Given the reactants Br[CH2:2][CH2:3][CH2:4][S:5][C:6]1[CH:11]=[CH:10][C:9]([F:12])=[CH:8][CH:7]=1.[CH2:13]([C:17]1[N:21]([CH:22]2[CH2:27][CH2:26][NH:25][CH2:24][CH2:23]2)[C:20]2[CH:28]=[CH:29][CH:30]=[CH:31][C:19]=2[N:18]=1)[CH2:14][CH2:15][CH3:16].C([O-])([O-])=O.[K+].[K+].O, predict the reaction product. The product is: [CH2:13]([C:17]1[N:21]([CH:22]2[CH2:27][CH2:26][N:25]([CH2:2][CH2:3][CH2:4][S:5][C:6]3[CH:11]=[CH:10][C:9]([F:12])=[CH:8][CH:7]=3)[CH2:24][CH2:23]2)[C:20]2[CH:28]=[CH:29][CH:30]=[CH:31][C:19]=2[N:18]=1)[CH2:14][CH2:15][CH3:16].